This data is from Full USPTO retrosynthesis dataset with 1.9M reactions from patents (1976-2016). The task is: Predict the reactants needed to synthesize the given product. (1) Given the product [Cl:1][C:2]1[CH:7]=[CH:6][C:5]([C:8]2[C:14]3[CH:15]=[CH:16][CH:17]=[CH:18][C:13]=3[N:12]3[C:19]([CH3:22])=[N:20][N:21]=[C:11]3[CH:10]([CH2:23][C:24]([NH:58][C:59]3[CH:60]=[C:61]4[C:65](=[CH:66][CH:67]=3)[NH:64][C:63](=[O:68])[CH2:62]4)=[O:25])[CH:9]=2)=[CH:4][CH:3]=1, predict the reactants needed to synthesize it. The reactants are: [Cl:1][C:2]1[CH:7]=[CH:6][C:5]([C:8]2[C:14]3[CH:15]=[CH:16][CH:17]=[CH:18][C:13]=3[N:12]3[C:19]([CH3:22])=[N:20][N:21]=[C:11]3[CH:10]([CH2:23][C:24](O)=[O:25])[CH:9]=2)=[CH:4][CH:3]=1.CN(C(ON1N=NC2C=CC=NC1=2)=[N+](C)C)C.F[P-](F)(F)(F)(F)F.C(N(CC)CC)C.[NH2:58][C:59]1[CH:67]=[CH:66][C:65]2[C:61](=[CH:62][C:63](=[O:68])[N:64]=2)[CH:60]=1. (2) Given the product [NH2:46][C:42]1[CH:41]=[C:40]([N:47]2[CH2:52][CH2:51][N:50]([C:14]([NH:12][CH:6]3[CH2:7][CH2:8][CH2:9][CH2:10][CH2:11][CH:5]3[C:3]([O:2][CH3:1])=[O:4])=[O:15])[CH2:49][CH2:48]2)[C:39]2[C:44](=[CH:45][C:36]([Cl:35])=[CH:37][CH:38]=2)[N:43]=1, predict the reactants needed to synthesize it. The reactants are: [CH3:1][O:2][C:3]([CH:5]1[CH2:11][CH2:10][CH2:9][CH2:8][CH2:7][CH:6]1[NH2:12])=[O:4].Cl[C:14](OC1C=CC([N+]([O-])=O)=CC=1)=[O:15].C(N(C(C)C)CC)(C)C.[Cl:35][C:36]1[CH:45]=[C:44]2[C:39]([C:40]([N:47]3[CH2:52][CH2:51][NH:50][CH2:49][CH2:48]3)=[CH:41][C:42]([NH2:46])=[N:43]2)=[CH:38][CH:37]=1. (3) Given the product [F:8][C:5]1[CH:6]=[CH:7][C:2]([C:12]#[N:13])=[C:3]([CH:9]=[CH2:10])[CH:4]=1, predict the reactants needed to synthesize it. The reactants are: Br[C:2]1[CH:7]=[CH:6][C:5]([F:8])=[CH:4][C:3]=1[CH:9]=[CH2:10].[Cu][C:12]#[N:13].Cl. (4) Given the product [Cl:1][C:2]1[C:3]([C:33](=[O:43])[N:34]([CH2:39][CH2:40][CH2:41][CH3:42])[CH2:35][CH2:36][CH2:37][CH3:38])=[N:4][N:5]([C:8]2[CH:16]=[CH:15][C:14]([C:17](=[O:32])[NH:18][S:19]([C:22]3[CH:31]=[CH:30][C:29]4[C:24](=[CH:25][CH:26]=[CH:27][CH:28]=4)[CH:23]=3)(=[O:20])=[O:21])=[CH:13][C:9]=2[C:10]([N:46]2[C@@H:47]([C:55]([O:57][CH3:58])=[O:56])[CH2:48][C:49]3[C:54](=[CH:53][CH:52]=[CH:51][CH:50]=3)[CH2:45]2)=[O:11])[C:6]=1[CH3:7], predict the reactants needed to synthesize it. The reactants are: [Cl:1][C:2]1[C:3]([C:33](=[O:43])[N:34]([CH2:39][CH2:40][CH2:41][CH3:42])[CH2:35][CH2:36][CH2:37][CH3:38])=[N:4][N:5]([C:8]2[CH:16]=[CH:15][C:14]([C:17](=[O:32])[NH:18][S:19]([C:22]3[CH:31]=[CH:30][C:29]4[C:24](=[CH:25][CH:26]=[CH:27][CH:28]=4)[CH:23]=3)(=[O:21])=[O:20])=[CH:13][C:9]=2[C:10](O)=[O:11])[C:6]=1[CH3:7].Cl.[CH2:45]1[C:54]2[C:49](=[CH:50][CH:51]=[CH:52][CH:53]=2)[CH2:48][C@H:47]([C:55]([O:57][CH3:58])=[O:56])[NH:46]1.C(N(C(C)C)C(C)C)C. (5) Given the product [C:5]([O:8][C@H:9](/[CH:11]=[CH:12]\[C:13]([NH:15][C@@H:16]1[CH2:21][C@H:20]([CH3:22])[C@H:19]([CH2:23]/[CH:24]=[C:25](\[CH3:57])/[CH:26]=[CH:27]/[C@H:28]2[O:35][C@H:34]([CH2:36][C:37]([NH:39]/[N:40]=[C:41](/[C:43]3[CH:44]=[CH:45][C:46]([O:49][CH2:50][CH2:51][CH2:52][CH2:53][CH2:54][NH:55][C:61](=[O:62])[CH2:60][Br:59])=[CH:47][CH:48]=3)\[CH3:42])=[O:38])[CH2:33][C@:30]3([O:32][CH2:31]3)[C@@H:29]2[OH:56])[O:18][C@@H:17]1[CH3:58])=[O:14])[CH3:10])(=[O:7])[CH3:6], predict the reactants needed to synthesize it. The reactants are: C(O)(=O)C.[C:5]([O:8][C@H:9](/[CH:11]=[CH:12]\[C:13]([NH:15][C@@H:16]1[CH2:21][C@H:20]([CH3:22])[C@H:19]([CH2:23]/[CH:24]=[C:25](\[CH3:57])/[CH:26]=[CH:27]/[C@H:28]2[O:35][C@H:34]([CH2:36][C:37]([NH:39]/[N:40]=[C:41](/[C:43]3[CH:48]=[CH:47][C:46]([O:49][CH2:50][CH2:51][CH2:52][CH2:53][CH2:54][NH2:55])=[CH:45][CH:44]=3)\[CH3:42])=[O:38])[CH2:33][C@:30]3([O:32][CH2:31]3)[C@@H:29]2[OH:56])[O:18][C@@H:17]1[CH3:58])=[O:14])[CH3:10])(=[O:7])[CH3:6].[Br:59][CH2:60][C:61](ON1C(=O)CCC1=O)=[O:62].C(N(CC)C(C)C)(C)C.C(O[C@H](/C=C\C(N[C@@H]1C[C@H](C)[C@H](C/C=C(\C)/C=C/[C@H]2O[C@H](CNC(=O)CBr)C[C@]3(OC3)[C@@H]2O)O[C@@H]1C)=O)C)(=O)C. (6) Given the product [C:28]([CH2:27][O:26][C:24]1[N:25]=[C:20]([C:40]#[C:39][CH2:38][O:37][C:34]2[C:33]([O:41][CH3:42])=[CH:32][C:31]([Cl:30])=[CH:36][N:35]=2)[CH:21]=[CH:22][CH:23]=1)#[N:29], predict the reactants needed to synthesize it. The reactants are: [F-].C([N+](CCCC)(CCCC)CCCC)CCC.Br[C:20]1[N:25]=[C:24]([O:26][CH2:27][C:28]#[N:29])[CH:23]=[CH:22][CH:21]=1.[Cl:30][C:31]1[CH:32]=[C:33]([O:41][CH3:42])[C:34]([O:37][CH2:38][C:39]#[CH:40])=[N:35][CH:36]=1. (7) Given the product [ClH:18].[CH3:17][O:16][C:14]1[CH:13]=[C:5]([CH:4]=[C:3]([O:2][CH3:1])[CH:15]=1)[CH:6]=[C:7]1[CH2:11][CH2:10][CH:9]([CH2:19][N:20]([CH3:22])[CH3:21])[C:8]1=[O:12], predict the reactants needed to synthesize it. The reactants are: [CH3:1][O:2][C:3]1[CH:4]=[C:5]([CH:13]=[C:14]([O:16][CH3:17])[CH:15]=1)[CH:6]=[C:7]1[CH2:11][CH2:10][CH2:9][C:8]1=[O:12].[Cl-:18].[CH3:19][N+:20](=[CH2:22])[CH3:21]. (8) Given the product [CH:32]1([C@@H:13]2[CH2:12][N:11]([S:8]([C:5]3[CH:6]=[N:7][C:2]([N:38]4[CH2:42][CH2:41][CH2:40][CH2:39]4)=[CH:3][CH:4]=3)(=[O:10])=[O:9])[CH2:16][C:15](=[O:17])[N:14]2[C:18]2[CH:22]=[C:21]([C:23]3[CH:28]=[CH:27][CH:26]=[CH:25][CH:24]=3)[S:20][C:19]=2[C:29]([OH:31])=[O:30])[CH2:37][CH2:36][CH2:35][CH2:34][CH2:33]1, predict the reactants needed to synthesize it. The reactants are: Cl[C:2]1[N:7]=[CH:6][C:5]([S:8]([N:11]2[CH2:16][C:15](=[O:17])[N:14]([C:18]3[CH:22]=[C:21]([C:23]4[CH:28]=[CH:27][CH:26]=[CH:25][CH:24]=4)[S:20][C:19]=3[C:29]([OH:31])=[O:30])[C@H:13]([CH:32]3[CH2:37][CH2:36][CH2:35][CH2:34][CH2:33]3)[CH2:12]2)(=[O:10])=[O:9])=[CH:4][CH:3]=1.[NH:38]1[CH2:42][CH2:41][CH2:40][CH2:39]1.CCN(CC)CC. (9) Given the product [CH2:5]([C:7]1[CH:12]=[CH:11][C:10]([C:13](=[O:15])[CH3:14])=[CH:9][CH:8]=1)[CH3:6], predict the reactants needed to synthesize it. The reactants are: [Cl-].[Al+3].[Cl-].[Cl-].[CH2:5]([C:7]1[CH:12]=[CH:11][CH:10]=[CH:9][CH:8]=1)[CH3:6].[C:13](OC(=O)C)(=[O:15])[CH3:14].Cl.